From a dataset of Catalyst prediction with 721,799 reactions and 888 catalyst types from USPTO. Predict which catalyst facilitates the given reaction. (1) Reactant: C([Li])CCC.[S:6]1[CH:10]=[CH:9][N:8]=[CH:7]1.[C:11]([O:15][C:16]([N:18]1[CH2:23][CH2:22][CH:21]([C:24](=[O:26])[CH3:25])[CH2:20][CH2:19]1)=[O:17])([CH3:14])([CH3:13])[CH3:12]. Product: [OH:26][C:24]([CH:21]1[CH2:20][CH2:19][N:18]([C:16]([O:15][C:11]([CH3:12])([CH3:14])[CH3:13])=[O:17])[CH2:23][CH2:22]1)([C:7]1[S:6][CH:10]=[CH:9][N:8]=1)[CH3:25]. The catalyst class is: 1. (2) Reactant: S(N1CCC[C@@H]1C([O:18][C@:19]([C:27]1[CH:35]=[C:34]2[N:30]([CH2:31][CH2:32][C:33]32[O:39][CH2:38][CH2:37][O:36]3)[C:29](=[O:40])[C:28]=1COC(=O)C)([CH2:25][CH3:26])[C:20]([O:22][CH2:23]C)=[O:21])=O)(C1C=CC(C)=CC=1)(=O)=O.O.[OH-].[Li+].CO. Product: [CH2:25]([C@:19]1([OH:18])[C:27]2[CH:35]=[C:34]3[N:30]([CH2:31][CH2:32][C:33]43[O:39][CH2:38][CH2:37][O:36]4)[C:29](=[O:40])[C:28]=2[CH2:23][O:22][C:20]1=[O:21])[CH3:26]. The catalyst class is: 6. (3) Reactant: [CH2:1]([C:4]1[N:8]([CH2:9][C:10]2[CH:15]=[CH:14][C:13]([C:16]3[C:17]([C:22]([O:24]C(C)(C)C)=[O:23])=[CH:18][CH:19]=[CH:20][CH:21]=3)=[CH:12][CH:11]=2)[C:7]2[CH:29]=[C:30]([C:34]3[N:38]([CH3:39])[C:37]4[CH:40]=[CH:41][CH:42]=[CH:43][C:36]=4[N:35]=3)[CH:31]=[C:32]([CH3:33])[C:6]=2[N:5]=1)[CH2:2][CH3:3].[ClH:44].O. Product: [CH3:3][CH2:2][CH2:1][C:4]1[N:8]([CH2:9][C:10]2[CH:15]=[CH:14][C:13]([C:16]3[CH:21]=[CH:20][CH:19]=[CH:18][C:17]=3[C:22]([OH:24])=[O:23])=[CH:12][CH:11]=2)[C:7]2[CH:29]=[C:30]([C:34]3[N:38]([CH3:39])[C:37]4[CH:40]=[CH:41][CH:42]=[CH:43][C:36]=4[N:35]=3)[CH:31]=[C:32]([CH3:33])[C:6]=2[N:5]=1.[ClH:44]. The catalyst class is: 15. (4) Reactant: [C:1]([NH:9][CH:10]1[C:16](=[O:17])[N:15]2[CH:18]([C:22]([NH:24][CH:25]3[CH2:29][C:28](=[O:30])[O:27][CH:26]3[O:31]CC3C=CC=CC=3)=[O:23])[CH2:19][CH2:20][CH2:21][N:14]2[C:13](=[O:39])[CH2:12][CH2:11]1)(=[O:8])[C:2]1[CH:7]=[CH:6][CH:5]=[CH:4][CH:3]=1. Product: [C:1]([NH:9][CH:10]1[C:16](=[O:17])[N:15]2[CH:18]([C:22]([NH:24][CH:25]([CH:26]=[O:31])[CH2:29][C:28]([OH:30])=[O:27])=[O:23])[CH2:19][CH2:20][CH2:21][N:14]2[C:13](=[O:39])[CH2:12][CH2:11]1)(=[O:8])[C:2]1[CH:7]=[CH:6][CH:5]=[CH:4][CH:3]=1. The catalyst class is: 43.